From a dataset of Full USPTO retrosynthesis dataset with 1.9M reactions from patents (1976-2016). Predict the reactants needed to synthesize the given product. (1) Given the product [C:41]([O:40][C:38]([CH2:37][CH:35]1[O:34][C:33]([CH3:45])([CH3:46])[O:32][CH:31]([CH2:30][CH2:29][N:13]2[C:14]([C:22]3[CH:27]=[CH:26][C:25]([F:28])=[CH:24][CH:23]=3)=[C:15]([C:16]3[CH:17]=[CH:18][CH:19]=[CH:20][CH:21]=3)[C:11]([C:9]([OH:10])=[O:8])=[C:12]2[CH:47]([CH3:49])[CH3:48])[CH2:36]1)=[O:39])([CH3:42])([CH3:43])[CH3:44], predict the reactants needed to synthesize it. The reactants are: C([O:8][C:9]([C:11]1[C:15]([C:16]2[CH:21]=[CH:20][CH:19]=[CH:18][CH:17]=2)=[C:14]([C:22]2[CH:27]=[CH:26][C:25]([F:28])=[CH:24][CH:23]=2)[N:13]([CH2:29][CH2:30][CH:31]2[CH2:36][CH:35]([CH2:37][C:38]([O:40][C:41]([CH3:44])([CH3:43])[CH3:42])=[O:39])[O:34][C:33]([CH3:46])([CH3:45])[O:32]2)[C:12]=1[CH:47]([CH3:49])[CH3:48])=[O:10])C1C=CC=CC=1. (2) The reactants are: [C:1]1([OH:11])[C:10]2[CH2:9][CH2:8][CH2:7][CH2:6][C:5]=2[CH:4]=[CH:3][CH:2]=1.Br[CH2:13][C:14]([O:16][CH2:17][CH3:18])=[O:15].C([O-])([O-])=O.[K+].[K+]. Given the product [C:1]1([O:11][CH2:13][C:14]([O:16][CH2:17][CH3:18])=[O:15])[C:10]2[CH2:9][CH2:8][CH2:7][CH2:6][C:5]=2[CH:4]=[CH:3][CH:2]=1, predict the reactants needed to synthesize it. (3) Given the product [NH:28]1[C:32]2=[N:33][CH:34]=[CH:35][CH:36]=[C:31]2[C:30](/[CH:37]=[C:8]2\[O:9][C:5]3[C:4]([CH2:13][CH2:14][CH:15]4[CH2:20][CH2:19][N:18]([C:21]([O:23][C:24]([CH3:27])([CH3:26])[CH3:25])=[O:22])[CH2:17][CH2:16]4)=[C:3]([O:2][CH3:1])[CH:12]=[CH:11][C:6]=3[C:7]\2=[O:10])=[N:29]1, predict the reactants needed to synthesize it. The reactants are: [CH3:1][O:2][C:3]1[CH:12]=[CH:11][C:6]2[C:7](=[O:10])[CH2:8][O:9][C:5]=2[C:4]=1[CH2:13][CH2:14][CH:15]1[CH2:20][CH2:19][N:18]([C:21]([O:23][C:24]([CH3:27])([CH3:26])[CH3:25])=[O:22])[CH2:17][CH2:16]1.[NH:28]1[C:32]2=[N:33][CH:34]=[CH:35][CH:36]=[C:31]2[C:30]([CH:37]=O)=[N:29]1.N1CCCCC1.